Task: Predict the reactants needed to synthesize the given product.. Dataset: Full USPTO retrosynthesis dataset with 1.9M reactions from patents (1976-2016) (1) Given the product [Cl:19][C:5]1[C:6]([NH:8][C@@H:9]2[C:17]3[C:12](=[CH:13][CH:14]=[CH:15][CH:16]=3)[CH2:11][C@@H:10]2[OH:18])=[N:7][C:2]([NH:33][C:30]2[CH:31]=[CH:32][C:25]3[CH2:24][CH2:23][N:22]([CH2:20][CH3:21])[CH2:28][CH2:27][C:26]=3[CH:29]=2)=[N:3][CH:4]=1, predict the reactants needed to synthesize it. The reactants are: Cl[C:2]1[N:7]=[C:6]([NH:8][C@@H:9]2[C:17]3[C:12](=[CH:13][CH:14]=[CH:15][CH:16]=3)[CH2:11][C@@H:10]2[OH:18])[C:5]([Cl:19])=[CH:4][N:3]=1.[CH2:20]([N:22]1[CH2:28][CH2:27][C:26]2[CH:29]=[C:30]([NH2:33])[CH:31]=[CH:32][C:25]=2[CH2:24][CH2:23]1)[CH3:21].Cl.O1CCOCC1. (2) Given the product [CH3:35][C@H:28]([NH:27][C:25]([NH:24][C:22]1[N:23]=[C:19]2[N:18]=[CH:17][CH:16]=[C:15]([C:12]3[CH:11]=[CH:10][C:9]([OH:8])=[CH:14][CH:13]=3)[N:20]2[N:21]=1)=[O:26])[CH2:29][CH2:30][CH2:31][CH:32]([CH3:33])[CH3:34], predict the reactants needed to synthesize it. The reactants are: C([O:8][C:9]1[CH:14]=[CH:13][C:12]([C:15]2[N:20]3[N:21]=[C:22]([NH:24][C:25]([NH:27][C@@H:28]([CH3:35])[CH2:29][CH2:30][CH2:31][CH:32]([CH3:34])[CH3:33])=[O:26])[N:23]=[C:19]3[N:18]=[CH:17][CH:16]=2)=[CH:11][CH:10]=1)C1C=CC=CC=1.[H][H].